From a dataset of Cav3 T-type calcium channel HTS with 100,875 compounds. Binary Classification. Given a drug SMILES string, predict its activity (active/inactive) in a high-throughput screening assay against a specified biological target. (1) The compound is S(CC(=O)NC1CCCC1)c1n(CCc2ccccc2)c(nn1)Cc1n(ccc1)C. The result is 0 (inactive). (2) The drug is O=C(Nc1cc(OC)c(OC)cc1)c1c2c(nc(c1)c1cccnc1)ccc(c2)C. The result is 0 (inactive). (3) The molecule is Brc1c(C(=O)NCCCOCC)cccc1. The result is 0 (inactive). (4) The drug is Clc1c(COc2c(OC)cc(cc2)C(OCC(=O)Nc2noc(c2)C)=O)cccc1. The result is 0 (inactive). (5) The compound is O=c1n(c2c3c1cccc3c(NC(=O)c1cc3OCCOc3cc1)cc2)CC. The result is 0 (inactive). (6) The molecule is S(=O)(=O)(N1CCOCC1)c1cc2c([nH]cc(c2=O)C(=O)NCC2Oc3c(OC2)cccc3)cc1. The result is 0 (inactive). (7) The drug is S1C(N2CCCCC2)=NC(=O)C1CC(=O)Nc1cc(ccc1)C(F)(F)F. The result is 0 (inactive).